Dataset: Full USPTO retrosynthesis dataset with 1.9M reactions from patents (1976-2016). Task: Predict the reactants needed to synthesize the given product. (1) Given the product [NH2:10][C:11]1[CH:20]=[CH:19][C:18]2[N:17]3[CH2:21][CH2:22][CH2:23][CH:16]3[CH2:15][CH2:14][C:13]=2[C:12]=1[C:24]([O:26][CH3:27])=[O:25], predict the reactants needed to synthesize it. The reactants are: S(=O)(=O)(O)O.CC(C)(C)C([NH:10][C:11]1[CH:20]=[CH:19][C:18]2[N:17]3[CH2:21][CH2:22][CH2:23][CH:16]3[CH2:15][CH2:14][C:13]=2[C:12]=1[C:24]([O:26][CH3:27])=[O:25])=O. (2) Given the product [Br:18][C:19]1[CH:20]=[CH:21][C:22]([O:13][CH:11]2[CH2:10][N:9]([CH2:8][C:7]3[CH:14]=[CH:15][C:4]([CH:1]([CH3:3])[CH3:2])=[CH:5][CH:6]=3)[CH2:12]2)=[N:23][CH:24]=1, predict the reactants needed to synthesize it. The reactants are: [CH:1]([C:4]1[CH:15]=[CH:14][C:7]([CH2:8][N:9]2[CH2:12][CH:11]([OH:13])[CH2:10]2)=[CH:6][CH:5]=1)([CH3:3])[CH3:2].[H-].[Na+].[Br:18][C:19]1[CH:20]=[CH:21][C:22](Cl)=[N:23][CH:24]=1.